From a dataset of Peptide-MHC class I binding affinity with 185,985 pairs from IEDB/IMGT. Regression. Given a peptide amino acid sequence and an MHC pseudo amino acid sequence, predict their binding affinity value. This is MHC class I binding data. The peptide sequence is GTSLLFLNDM. The MHC is HLA-B57:01 with pseudo-sequence HLA-B57:01. The binding affinity (normalized) is 0.0754.